This data is from Catalyst prediction with 721,799 reactions and 888 catalyst types from USPTO. The task is: Predict which catalyst facilitates the given reaction. Reactant: [NH2:1][C:2]1[C:10]([N+:11]([O-])=O)=[CH:9][CH:8]=[CH:7][C:3]=1[C:4]([OH:6])=[O:5].O1CCCC1. Product: [NH2:1][C:2]1[C:10]([NH2:11])=[CH:9][CH:8]=[CH:7][C:3]=1[C:4]([OH:6])=[O:5]. The catalyst class is: 129.